From a dataset of Forward reaction prediction with 1.9M reactions from USPTO patents (1976-2016). Predict the product of the given reaction. (1) The product is: [CH3:19][O:20][C:21]([C:23]1[CH:32]=[CH:31][C:30]2[C:25](=[CH:26][CH:27]=[C:28]([C:33]#[N:34])[CH:29]=2)[CH:24]=1)=[O:22]. Given the reactants C1(C(O)=O)C2C(=CC=CC=2)C=CC=1.S(Cl)(Cl)=O.N.[CH3:19][O:20][C:21]([C:23]1[CH:32]=[CH:31][C:30]2[C:25](=[CH:26][CH:27]=[C:28]([C:33](=O)[NH2:34])[CH:29]=2)[CH:24]=1)=[O:22].ClC(Cl)(OC(=O)OC(Cl)(Cl)Cl)Cl, predict the reaction product. (2) The product is: [CH:1]1([C:4]2[CH:5]=[C:6]([CH:7]=[C:8]([CH:15]3[CH2:17][CH2:16]3)[C:9]=2[O:10][C:11]([F:12])([F:13])[F:14])[CH:18]=[O:19])[CH2:2][CH2:3]1. Given the reactants [CH:1]1([C:4]2[CH:5]=[C:6]([CH2:18][OH:19])[CH:7]=[C:8]([CH:15]3[CH2:17][CH2:16]3)[C:9]=2[O:10][C:11]([F:14])([F:13])[F:12])[CH2:3][CH2:2]1.CC(OI1(OC(C)=O)(OC(C)=O)OC(=O)C2C=CC=CC1=2)=O, predict the reaction product. (3) Given the reactants [C:1]1([C:7]2[N:11]=[C:10]([N:12]3[CH2:17][CH2:16][NH:15][CH2:14][CH2:13]3)[S:9][N:8]=2)[CH:6]=[CH:5][CH:4]=[CH:3][CH:2]=1.C(N(CC)CC)C.[CH2:25]1[O:33][C:32]2[CH:31]=[CH:30][C:29]([N:34]=[C:35]=[O:36])=[CH:28][C:27]=2[O:26]1, predict the reaction product. The product is: [O:33]1[C:32]2[CH:31]=[CH:30][C:29]([NH:34][C:35]([N:15]3[CH2:16][CH2:17][N:12]([C:10]4[S:9][N:8]=[C:7]([C:1]5[CH:2]=[CH:3][CH:4]=[CH:5][CH:6]=5)[N:11]=4)[CH2:13][CH2:14]3)=[O:36])=[CH:28][C:27]=2[O:26][CH2:25]1. (4) Given the reactants [CH3:1][C@@:2]([OH:34])([C:30]([CH3:33])([CH3:32])[CH3:31])[C@@H:3]1[C@:8]2([O:28][CH3:29])[C@@H:9]3[O:23][C:18]4=[C:19]([OH:22])[CH:20]=[CH:21][C:16]5=[C:17]4[C@:10]43[CH2:11][CH2:12][N:13]([CH2:24][CH:25]3[CH2:27][CH2:26]3)[C@H:14]([CH2:15]5)[C@@:5]4([CH2:6][CH2:7]2)[CH2:4]1.[C:35](O)(=[O:43])[CH2:36][CH2:37][CH2:38][CH2:39][C:40]([OH:42])=[O:41].O.[ClH:46], predict the reaction product. The product is: [CH3:1][C@@:2]([OH:34])([C:30]([CH3:33])([CH3:32])[CH3:31])[C@@H:3]1[C@@:8]2([O:28][CH3:29])[C@@H:9]3[O:23][C:18]4=[C:19]([O:22][C:35]([CH2:36][CH2:37][CH2:38][CH2:39][C:40]([OH:42])=[O:41])=[O:43])[CH:20]=[CH:21][C:16]5=[C:17]4[C@:10]43[CH2:11][CH2:12][N:13]([CH2:24][CH:25]3[CH2:26][CH2:27]3)[C@H:14]([CH2:15]5)[C@@:5]4([CH2:6][CH2:7]2)[CH2:4]1.[ClH:46]. (5) Given the reactants Br[CH2:2][C:3]([O:5][CH2:6][CH3:7])=[O:4].[Cl:8][C:9]1[CH:14]=[CH:13][C:12]([OH:15])=[C:11]([O:16][CH3:17])[CH:10]=1, predict the reaction product. The product is: [Cl:8][C:9]1[CH:14]=[CH:13][C:12]([O:15][CH2:2][C:3]([O:5][CH2:6][CH3:7])=[O:4])=[C:11]([O:16][CH3:17])[CH:10]=1.